From a dataset of Full USPTO retrosynthesis dataset with 1.9M reactions from patents (1976-2016). Predict the reactants needed to synthesize the given product. (1) Given the product [CH2:24]([C:10]1[CH:9]=[CH:8][C:4]([C:5]([OH:7])=[O:6])=[C:3]([N+:11]([O-:13])=[O:12])[C:2]=1[F:1])[CH3:25], predict the reactants needed to synthesize it. The reactants are: [F:1][C:2]1[C:3]([N+:11]([O-:13])=[O:12])=[C:4]([CH:8]=[CH:9][CH:10]=1)[C:5]([OH:7])=[O:6].S(=O)(=O)(O)O.C([O-])(O)=O.[Na+].[CH2:24](O)[CH3:25]. (2) Given the product [I:32]/[CH:17]=[CH:16]/[C:10]1([OH:15])[C:11]([CH3:14])([CH3:13])[CH2:12][C:4]2([O:3][CH:2]([CH3:1])[CH:6]([CH3:7])[O:5]2)[CH:8]=[C:9]1[CH3:31], predict the reactants needed to synthesize it. The reactants are: [CH3:1][CH:2]1[CH:6]([CH3:7])[O:5][C:4]2([CH2:12][C:11]([CH3:14])([CH3:13])[C:10](/[CH:16]=[CH:17]/[Sn](CCCC)(CCCC)CCCC)([OH:15])[C:9]([CH3:31])=[CH:8]2)[O:3]1.[I:32]I.O.